This data is from Full USPTO retrosynthesis dataset with 1.9M reactions from patents (1976-2016). The task is: Predict the reactants needed to synthesize the given product. Given the product [Br:1][C:2]1[CH:3]=[C:4]2[C:8](=[CH:9][CH:10]=1)[NH:7][N:6]=[C:5]2[C:11]([NH:22][CH2:20][CH3:21])=[O:13], predict the reactants needed to synthesize it. The reactants are: [Br:1][C:2]1[CH:3]=[C:4]2[C:8](=[CH:9][CH:10]=1)[NH:7][N:6]=[C:5]2[C:11]([OH:13])=O.C(Cl)(=O)C(Cl)=O.[CH2:20]([NH2:22])[CH3:21].